The task is: Regression. Given two drug SMILES strings and cell line genomic features, predict the synergy score measuring deviation from expected non-interaction effect.. This data is from NCI-60 drug combinations with 297,098 pairs across 59 cell lines. Drug 1: C1=NC2=C(N=C(N=C2N1C3C(C(C(O3)CO)O)F)Cl)N. Drug 2: CCC1(CC2CC(C3=C(CCN(C2)C1)C4=CC=CC=C4N3)(C5=C(C=C6C(=C5)C78CCN9C7C(C=CC9)(C(C(C8N6C)(C(=O)OC)O)OC(=O)C)CC)OC)C(=O)OC)O.OS(=O)(=O)O. Cell line: SF-295. Synergy scores: CSS=-4.93, Synergy_ZIP=0.115, Synergy_Bliss=-5.53, Synergy_Loewe=-12.5, Synergy_HSA=-9.31.